This data is from Reaction yield outcomes from USPTO patents with 853,638 reactions. The task is: Predict the reaction yield, written as a fraction of the theoretical maximum amount of product (1.0 means a 100% yield; for example, 0.34 means a 34% yield). (1) The reactants are C([Li])CCC.C(NC(C)C)(C)C.[Li+].CC([N-]C(C)C)C.[F:21][C:22]1[CH:27]=[C:26]([F:28])[C:25]([F:29])=[CH:24][C:23]=1[Br:30].[C:31](=[O:33])=[O:32].Cl. The catalyst is C1COCC1.C(OCC)C. The product is [Br:30][C:23]1[C:22]([F:21])=[C:27]([C:26]([F:28])=[C:25]([F:29])[CH:24]=1)[C:31]([OH:33])=[O:32]. The yield is 0.520. (2) The reactants are [OH:1][CH:2]1[CH:8]([OH:9])[C:7]2([CH3:11])[O:10][C:3]1([CH3:13])[CH2:4][C:5](=[O:12])[CH2:6]2.N1C=CN=C1.[C:19]([Si:23]([C:26]([CH3:29])([CH3:28])[CH3:27])(Cl)Cl)([CH3:22])([CH3:21])[CH3:20]. The catalyst is ClCCCl. The product is [C:19]([Si:23]1([C:26]([CH3:29])([CH3:28])[CH3:27])[O:1][CH:2]2[CH:8]([C:7]3([CH3:11])[O:10][C:3]2([CH3:13])[CH2:4][C:5](=[O:12])[CH2:6]3)[O:9]1)([CH3:22])([CH3:21])[CH3:20]. The yield is 0.900. (3) The reactants are [CH2:1]([O:4][CH2:5][CH2:6][C:7]1[CH:61]=[CH:60][C:10]([CH2:11][C:12]2[CH:13]=[C:14]([C@@:19]3(OC)[C@H:24]([O:25][CH2:26][C:27]4[CH:32]=[CH:31][CH:30]=[CH:29][CH:28]=4)[C@@H:23]([O:33][CH2:34][C:35]4[CH:40]=[CH:39][CH:38]=[CH:37][CH:36]=4)[C@H:22]([O:41][CH2:42][C:43]4[CH:48]=[CH:47][CH:46]=[CH:45][CH:44]=4)[C@@H:21]([CH2:49][O:50][CH2:51][C:52]4[CH:57]=[CH:56][CH:55]=[CH:54][CH:53]=4)[O:20]3)[CH:15]=[CH:16][C:17]=2[Cl:18])=[CH:9][CH:8]=1)[CH:2]=[CH2:3].C([SiH](CC)CC)C.B(F)(F)F.O. The catalyst is C(Cl)Cl. The product is [CH2:1]([O:4][CH2:5][CH2:6][C:7]1[CH:8]=[CH:9][C:10]([CH2:11][C:12]2[CH:13]=[C:14]([C@H:19]3[C@H:24]([O:25][CH2:26][C:27]4[CH:32]=[CH:31][CH:30]=[CH:29][CH:28]=4)[C@@H:23]([O:33][CH2:34][C:35]4[CH:36]=[CH:37][CH:38]=[CH:39][CH:40]=4)[C@H:22]([O:41][CH2:42][C:43]4[CH:44]=[CH:45][CH:46]=[CH:47][CH:48]=4)[C@@H:21]([CH2:49][O:50][CH2:51][C:52]4[CH:57]=[CH:56][CH:55]=[CH:54][CH:53]=4)[O:20]3)[CH:15]=[CH:16][C:17]=2[Cl:18])=[CH:60][CH:61]=1)[CH:2]=[CH2:3]. The yield is 0.600. (4) The reactants are [F:1][C:2]1[CH:7]=[C:6]([I:8])[CH:5]=[CH:4][C:3]=1[N:9]1[C:14]2[N:15]([CH3:22])[C:16](=[O:21])[C:17]([CH3:20])=[C:18]([OH:19])[C:13]=2[C:12](=[O:23])[N:11]([CH2:24][C:25]2[CH:30]=[CH:29][C:28]([O:31][CH3:32])=[CH:27][CH:26]=2)[C:10]1=[O:33].C(N(CC)CC)C.Cl.CN(C)C.[C:46]1([CH3:56])[CH:51]=[CH:50][C:49]([S:52](Cl)(=[O:54])=[O:53])=[CH:48][CH:47]=1. The catalyst is C(#N)C.CO. The product is [CH3:56][C:46]1[CH:51]=[CH:50][C:49]([S:52]([O:19][C:18]2[C:13]3[C:12](=[O:23])[N:11]([CH2:24][C:25]4[CH:26]=[CH:27][C:28]([O:31][CH3:32])=[CH:29][CH:30]=4)[C:10](=[O:33])[N:9]([C:3]4[CH:4]=[CH:5][C:6]([I:8])=[CH:7][C:2]=4[F:1])[C:14]=3[N:15]([CH3:22])[C:16](=[O:21])[C:17]=2[CH3:20])(=[O:54])=[O:53])=[CH:48][CH:47]=1. The yield is 0.780.